From a dataset of Reaction yield outcomes from USPTO patents with 853,638 reactions. Predict the reaction yield, written as a fraction of the theoretical maximum amount of product (1.0 means a 100% yield; for example, 0.34 means a 34% yield). (1) The reactants are [CH2:1]([O:3][C:4]1[CH:9]=[CH:8][C:7]([NH:10][C:11](=[O:23])[CH2:12][O:13][C:14]2[CH:19]=[CH:18][CH:17]=[C:16]([O:20][CH2:21][CH3:22])[CH:15]=2)=[C:6]([N+:24]([O-])=O)[CH:5]=1)[CH3:2]. The catalyst is [Pd].CCOC(C)=O. The product is [NH2:24][C:6]1[CH:5]=[C:4]([O:3][CH2:1][CH3:2])[CH:9]=[CH:8][C:7]=1[NH:10][C:11](=[O:23])[CH2:12][O:13][C:14]1[CH:19]=[CH:18][CH:17]=[C:16]([O:20][CH2:21][CH3:22])[CH:15]=1. The yield is 1.00. (2) The reactants are Br[C:2]1[CH:11]=[C:10]2[C:5]([C:6]([Cl:12])=[CH:7][CH:8]=[N:9]2)=[CH:4][CH:3]=1.O1CCOCC1.CCN(C(C)C)C(C)C.[CH2:28]([SH:35])[C:29]1[CH:34]=[CH:33][CH:32]=[CH:31][CH:30]=1. The catalyst is O.C1C=CC(/C=C/C(/C=C/C2C=CC=CC=2)=O)=CC=1.C1C=CC(/C=C/C(/C=C/C2C=CC=CC=2)=O)=CC=1.C1C=CC(/C=C/C(/C=C/C2C=CC=CC=2)=O)=CC=1.[Pd].[Pd].CC1(C)C2C(=C(P(C3C=CC=CC=3)C3C=CC=CC=3)C=CC=2)OC2C(P(C3C=CC=CC=3)C3C=CC=CC=3)=CC=CC1=2. The product is [CH2:28]([S:35][C:2]1[CH:11]=[C:10]2[C:5]([C:6]([Cl:12])=[CH:7][CH:8]=[N:9]2)=[CH:4][CH:3]=1)[C:29]1[CH:34]=[CH:33][CH:32]=[CH:31][CH:30]=1. The yield is 0.890.